This data is from Reaction yield outcomes from USPTO patents with 853,638 reactions. The task is: Predict the reaction yield, written as a fraction of the theoretical maximum amount of product (1.0 means a 100% yield; for example, 0.34 means a 34% yield). (1) The reactants are [S:1]1[CH:5]=[CH:4][N:3]=[C:2]1[C:6]1[NH:7][C:8]2[C:13]([CH:14]=1)=[CH:12][CH:11]=[CH:10][C:9]=2[CH2:15][OH:16].CC(OI1(OC(C)=O)(OC(C)=O)OC(=O)C2C=CC=CC1=2)=O.C(=O)([O-])O.[Na+].S([O-])([O-])(=O)=S.[Na+].[Na+]. The catalyst is ClCCl. The product is [S:1]1[CH:5]=[CH:4][N:3]=[C:2]1[C:6]1[NH:7][C:8]2[C:13]([CH:14]=1)=[CH:12][CH:11]=[CH:10][C:9]=2[CH:15]=[O:16]. The yield is 0.740. (2) The reactants are O.[NH2:2][NH2:3].[CH3:4][O:5][C:6]1[CH:11]=[CH:10][C:9]([CH:12]([C:18]([C:20]2[CH:25]=[CH:24][C:23]([O:26][CH3:27])=[CH:22][CH:21]=2)=O)[CH:13]([OH:17])[C:14](O)=[O:15])=[CH:8][CH:7]=1. The catalyst is C(O)C. The product is [CH3:4][O:5][C:6]1[CH:11]=[CH:10][C:9]([CH:12]2[C:18]([C:20]3[CH:25]=[CH:24][C:23]([O:26][CH3:27])=[CH:22][CH:21]=3)=[N:3][NH:2][C:14](=[O:15])[CH:13]2[OH:17])=[CH:8][CH:7]=1. The yield is 0.994. (3) The reactants are [OH:1][CH2:2][CH2:3][C:4]1[CH:5]=[C:6]([C:14]2[NH:23][C:22](=[O:24])[C:21]3[C:16](=[CH:17][C:18]([O:27][CH3:28])=[CH:19][C:20]=3[O:25][CH3:26])[N:15]=2)[CH:7]=[CH:8][C:9]=1[O:10]COC.C(O)(=O)C.S(=O)(=O)(O)O. The catalyst is O. The product is [OH:10][C:9]1[CH:8]=[CH:7][C:6]([C:14]2[NH:23][C:22](=[O:24])[C:21]3[C:16](=[CH:17][C:18]([O:27][CH3:28])=[CH:19][C:20]=3[O:25][CH3:26])[N:15]=2)=[CH:5][C:4]=1[CH2:3][CH2:2][OH:1]. The yield is 0.0800. (4) The reactants are F[C:2]1[N:7]2[CH:8]=[C:9]([CH2:11][N:12]3[C@H:25]4[C@H:16]([CH2:17][CH2:18][C:19]5[C:24]4=[N:23][CH:22]=[CH:21][CH:20]=5)[CH2:15][CH2:14][CH2:13]3)[N:10]=[C:6]2[CH:5]=[CH:4][CH:3]=1. The catalyst is CS(C)=O. The product is [N:12]1([CH2:11][C:9]2[N:10]=[C:6]3[CH:5]=[CH:4][CH:3]=[C:2]([N:7]([CH3:6])[CH2:8][CH2:9][CH2:11][NH:12][CH3:13])[N:7]3[CH:8]=2)[C@H:25]2[C@H:16]([CH2:17][CH2:18][C:19]3[C:24]2=[N:23][CH:22]=[CH:21][CH:20]=3)[CH2:15][CH2:14][CH2:13]1. The yield is 0.700. (5) The product is [CH3:15][C:14]1([CH3:16])[O:8][C:7]2[CH:6]=[CH:5][C:4]([CH2:9][C:10]#[N:11])=[CH:3][C:2]=2[O:1]1. The catalyst is C1(C)C=CC=CC=1. The yield is 0.200. The reactants are [OH:1][C:2]1[CH:3]=[C:4]([CH2:9][C:10]#[N:11])[CH:5]=[CH:6][C:7]=1[OH:8].CO[C:14](OC)([CH3:16])[CH3:15].CC1C=CC(S(O)(=O)=O)=CC=1.